This data is from Full USPTO retrosynthesis dataset with 1.9M reactions from patents (1976-2016). The task is: Predict the reactants needed to synthesize the given product. (1) Given the product [CH2:1]([N:8]1[CH:12]=[C:11]([C:13]([OH:15])=[C:17]([C:16]#[N:20])[C:18]#[N:19])[CH:10]=[N:9]1)[C:2]1[CH:3]=[CH:4][CH:5]=[CH:6][CH:7]=1, predict the reactants needed to synthesize it. The reactants are: [CH2:1]([N:8]1[CH:12]=[C:11]([C:13]([OH:15])=O)[CH:10]=[N:9]1)[C:2]1[CH:7]=[CH:6][CH:5]=[CH:4][CH:3]=1.[C:16](#[N:20])[CH2:17][C:18]#[N:19].CCN(C(C)C)C(C)C. (2) Given the product [F:23][C:20]1[CH:21]=[CH:22][C:16]2[O:15][CH2:14][CH:13]([CH2:12][N:24]3[CH2:29][CH2:28][O:27][CH2:26][CH2:25]3)[O:18][C:17]=2[CH:19]=1, predict the reactants needed to synthesize it. The reactants are: CC1C=CC(S(O[CH2:12][CH:13]2[O:18][C:17]3[CH:19]=[C:20]([F:23])[CH:21]=[CH:22][C:16]=3[O:15][CH2:14]2)(=O)=O)=CC=1.[NH:24]1[CH2:29][CH2:28][O:27][CH2:26][CH2:25]1. (3) The reactants are: [F:1][C:2]1[CH:7]=[C:6]([N+:8]([O-])=O)[CH:5]=[CH:4][C:3]=1[C:11]1([C:14]([O:16][C:17]([CH3:20])([CH3:19])[CH3:18])=[O:15])[CH2:13][CH2:12]1. Given the product [NH2:8][C:6]1[CH:5]=[CH:4][C:3]([C:11]2([C:14]([O:16][C:17]([CH3:19])([CH3:18])[CH3:20])=[O:15])[CH2:13][CH2:12]2)=[C:2]([F:1])[CH:7]=1, predict the reactants needed to synthesize it. (4) Given the product [CH3:8][Si:7]([C:1]1([OH:15])[CH2:6][CH:5]=[CH:4][CH2:3][CH:2]1[OH:19])([CH3:10])[CH3:9], predict the reactants needed to synthesize it. The reactants are: [CH:1]1([Si:7]([CH3:10])([CH3:9])[CH3:8])[CH:6]=[CH:5][CH2:4][CH:3]=[CH:2]1.C[N+]1([O-])CC[O:15]CC1.[OH2:19].[O-]S([O-])=O.[Na+].[Na+]. (5) Given the product [Br:1][C:2]1[C:3]([CH3:14])=[N:4][N:5]([CH2:22][CH:16]2[CH2:17][CH2:18][CH2:19][O:15]2)[C:6]=1[C:7]1[CH:12]=[CH:11][C:10]([F:13])=[CH:9][CH:8]=1, predict the reactants needed to synthesize it. The reactants are: [Br:1][C:2]1[C:3]([CH3:14])=[N:4][NH:5][C:6]=1[C:7]1[CH:12]=[CH:11][C:10]([F:13])=[CH:9][CH:8]=1.[O:15]1[CH2:19][CH2:18][CH:17](CO)[CH2:16]1.[C:22]1(P(C2C=CC=CC=2)C2C=CC=CC=2)C=CC=CC=1.N(C(OC(C)C)=O)=NC(OC(C)C)=O. (6) The reactants are: Br[CH2:2][CH2:3][CH2:4][S:5](=[O:38])([C:32]1[CH:37]=[CH:36][CH:35]=[CH:34][CH:33]=1)=[N:6][C:7](=[O:31])[C:8]1[CH:13]=[C:12]([C:14]#[C:15][C:16]2[CH:21]=[CH:20][CH:19]=[C:18]([NH:22][C:23]([C:25]3[O:26][CH:27]=[CH:28][C:29]=3[CH3:30])=[O:24])[CH:17]=2)[CH:11]=[N:10][CH:9]=1.[OH:39][CH2:40][CH2:41][O:42][CH2:43][CH2:44][N:45]1[CH2:50][CH2:49][NH:48][CH2:47][CH2:46]1. Given the product [OH:39][CH2:40][CH2:41][O:42][CH2:43][CH2:44][N:45]1[CH2:50][CH2:49][N:48]([CH2:2][CH2:3][CH2:4][S@:5](=[O:38])([C:32]2[CH:37]=[CH:36][CH:35]=[CH:34][CH:33]=2)=[N:6][C:7](=[O:31])[C:8]2[CH:13]=[C:12]([C:14]#[C:15][C:16]3[CH:21]=[CH:20][CH:19]=[C:18]([NH:22][C:23]([C:25]4[O:26][CH:27]=[CH:28][C:29]=4[CH3:30])=[O:24])[CH:17]=3)[CH:11]=[N:10][CH:9]=2)[CH2:47][CH2:46]1, predict the reactants needed to synthesize it.